This data is from NCI-60 drug combinations with 297,098 pairs across 59 cell lines. The task is: Regression. Given two drug SMILES strings and cell line genomic features, predict the synergy score measuring deviation from expected non-interaction effect. (1) Drug 1: COC1=CC(=CC(=C1O)OC)C2C3C(COC3=O)C(C4=CC5=C(C=C24)OCO5)OC6C(C(C7C(O6)COC(O7)C8=CC=CS8)O)O. Drug 2: C1CN(CCN1C(=O)CCBr)C(=O)CCBr. Cell line: RPMI-8226. Synergy scores: CSS=72.4, Synergy_ZIP=0.151, Synergy_Bliss=1.26, Synergy_Loewe=-9.30, Synergy_HSA=5.63. (2) Drug 1: CN1CCC(CC1)COC2=C(C=C3C(=C2)N=CN=C3NC4=C(C=C(C=C4)Br)F)OC. Drug 2: CC1C(C(CC(O1)OC2CC(CC3=C2C(=C4C(=C3O)C(=O)C5=CC=CC=C5C4=O)O)(C(=O)C)O)N)O. Cell line: NCI-H322M. Synergy scores: CSS=64.7, Synergy_ZIP=-5.28, Synergy_Bliss=-5.43, Synergy_Loewe=-6.83, Synergy_HSA=-3.65. (3) Drug 1: C1=NC2=C(N1)C(=S)N=C(N2)N. Drug 2: C1CC(=O)NC(=O)C1N2C(=O)C3=CC=CC=C3C2=O. Cell line: MDA-MB-435. Synergy scores: CSS=17.2, Synergy_ZIP=-7.40, Synergy_Bliss=-0.462, Synergy_Loewe=-11.3, Synergy_HSA=-0.354. (4) Drug 1: CN(CC1=CN=C2C(=N1)C(=NC(=N2)N)N)C3=CC=C(C=C3)C(=O)NC(CCC(=O)O)C(=O)O. Drug 2: C(CCl)NC(=O)N(CCCl)N=O. Cell line: HCC-2998. Synergy scores: CSS=8.07, Synergy_ZIP=-4.77, Synergy_Bliss=1.88, Synergy_Loewe=-33.2, Synergy_HSA=-3.68. (5) Drug 1: CC(CN1CC(=O)NC(=O)C1)N2CC(=O)NC(=O)C2. Drug 2: CC1C(C(CC(O1)OC2CC(OC(C2O)C)OC3=CC4=CC5=C(C(=O)C(C(C5)C(C(=O)C(C(C)O)O)OC)OC6CC(C(C(O6)C)O)OC7CC(C(C(O7)C)O)OC8CC(C(C(O8)C)O)(C)O)C(=C4C(=C3C)O)O)O)O. Cell line: NCI-H226. Synergy scores: CSS=4.67, Synergy_ZIP=-2.87, Synergy_Bliss=-0.372, Synergy_Loewe=-6.49, Synergy_HSA=-2.20.